Dataset: Peptide-MHC class II binding affinity with 134,281 pairs from IEDB. Task: Regression. Given a peptide amino acid sequence and an MHC pseudo amino acid sequence, predict their binding affinity value. This is MHC class II binding data. The peptide sequence is LQQYPLGQGSFRPSQQNPQA. The MHC is DRB1_0301 with pseudo-sequence DRB1_0301. The binding affinity (normalized) is 0.